This data is from Reaction yield outcomes from USPTO patents with 853,638 reactions. The task is: Predict the reaction yield, written as a fraction of the theoretical maximum amount of product (1.0 means a 100% yield; for example, 0.34 means a 34% yield). (1) The reactants are [CH3:1][O:2][C:3]([CH:5]1[CH:11]([C:12]([O:14][CH3:15])=[O:13])[CH:10]2[O:16][CH:6]1[CH2:7][C:8]([C:18]1[N:26](C3CCCCO3)[C:25]3[C:24](=[O:33])[N:23]([CH2:34][CH2:35][CH3:36])[C:22](=[O:37])[N:21]([CH2:38][CH2:39][CH3:40])[C:20]=3[N:19]=1)([OH:17])[CH2:9]2)=[O:4]. The catalyst is Cl.C1COCC1.CO. The product is [CH3:1][O:2][C:3]([CH:5]1[CH:11]([C:12]([O:14][CH3:15])=[O:13])[CH:10]2[O:16][CH:6]1[CH2:7][C:8]([C:18]1[NH:26][C:25]3[C:24](=[O:33])[N:23]([CH2:34][CH2:35][CH3:36])[C:22](=[O:37])[N:21]([CH2:38][CH2:39][CH3:40])[C:20]=3[N:19]=1)([OH:17])[CH2:9]2)=[O:4]. The yield is 0.560. (2) The reactants are [N+:1]([C:4]1[CH:12]=[CH:11][CH:10]=[C:6]([C:7]([OH:9])=[O:8])[C:5]=1[C:13]([OH:15])=[O:14])([O-])=O.[H][H]. The catalyst is [Pd].C(O)C. The product is [NH2:1][C:4]1[CH:12]=[CH:11][CH:10]=[C:6]([C:7]([OH:9])=[O:8])[C:5]=1[C:13]([OH:15])=[O:14]. The yield is 0.840. (3) The reactants are [NH2:1][C:2]1[N:7]2[CH:8]=[C:9]([CH3:11])[N:10]=[C:6]2[C:5]([C:12]([NH:14][CH2:15][CH:16]2[CH2:21][CH2:20][N:19]([CH2:22][CH:23]([CH3:25])[CH3:24])[CH2:18][CH2:17]2)=[O:13])=[CH:4][C:3]=1Cl.C([O-])=O.[NH4+]. The catalyst is CO.[Pd]. The product is [NH2:1][C:2]1[N:7]2[CH:8]=[C:9]([CH3:11])[N:10]=[C:6]2[C:5]([C:12]([NH:14][CH2:15][CH:16]2[CH2:21][CH2:20][N:19]([CH2:22][CH:23]([CH3:25])[CH3:24])[CH2:18][CH2:17]2)=[O:13])=[CH:4][CH:3]=1. The yield is 0.760.